This data is from Experimentally validated miRNA-target interactions with 360,000+ pairs, plus equal number of negative samples. The task is: Binary Classification. Given a miRNA mature sequence and a target amino acid sequence, predict their likelihood of interaction. (1) The miRNA is bmo-miR-281-3p with sequence ACUGUCAUGGAGUUGCUCUCUU. Result: 0 (no interaction). The protein sequence of the target gene is MEDPSGAREPRARPRERDPGRRPHPDQGRTHDRPRDRPGDPRRKRSSDGNRRRDGDRDPERDQERDGNRDRNRDRERERERERDPDRGPRRDTHRDAGPRAGEHGVWEKPRQSRTRDGARGLTWDAAAPPGPAPWEAPEPPQPQRKGDPGRRRPESEPPSERYLPSTPRPGREEVEYYQSEAEGLLECHKCKYLCTGRACCQMLEVLLNLLILACSSVSYSSTGGYTGITSLGGIYYYQFGGAYSGFDGADGEKAQQLDVQFYQLKLPMVTVAMACSGALTALCCLFVAMGVLRVPWHCP.... (2) The miRNA is hsa-miR-485-5p with sequence AGAGGCUGGCCGUGAUGAAUUC. The protein sequence of the target gene is MEMEANDHFNFTGLPPAPAASGLKPSPSSGEGLYTNGSPMNFPQQGKSLNGDVNVNGLSTVSHTTTSGILNSAPHSSSTSHLHHPSVAYDCLWNYSQYPSANPGSNLKDPPLLSQFSGGQYPLNGILGGSRQPSSPSHNTNLRAGSQEFWANGTQSPMGLNFDSQELYDSFPDQNFEVMPNGPPSFFTSPQTSPMLGSSIQTFAPSQEVGSGIHPDEAAEKEMTSVVAENGTGLVGSLELEEEQPELKMCGYNGSVPSVESLHQEVSVLVPDPTVSCLDDPSHLPDQLEDTPILSEDSLE.... Result: 1 (interaction). (3) The miRNA is hsa-miR-5002-3p with sequence UGACUGCCUCACUGACCACUU. The protein sequence of the target gene is MELDSALEAPSQEDSNLSEELSHSAFGQAFSKILHCLARPEARRGNVKDAVLKDLGDLIEATEFDRLFEGTGARLRGMPETLGQVAKALEKYAAPSKEEEGGGDGHSEAAEKAAQVGLLFLKLLGKVETAKNSLVGPAWQTGLHHLAGPVYIFAITHSLEQPWTTPRSREVAREVLTSLLQVTECGSVAGFLHGENEDEKGRLSVILGLLKPDLYKESWKNNPAIKHVFSWTLQQVTRPWLSQHLERVLPASLVISDDYQTENKILGVHCLHHIVLNVPAADLLQYNRAQVLYHAISNHL.... Result: 0 (no interaction). (4) The miRNA is hsa-miR-1286 with sequence UGCAGGACCAAGAUGAGCCCU. The protein sequence of the target gene is MAAGSDLLDEVFFNSEVDEKVVSDLVGSLESQLAASAAHHHHLAPRTPEVRAAAAGALGNHVVSGSPAGAAGAGPAAPAEGAPGAAPEPPPAGRARPGGGGPQRPGPPSPRRPLVPAGPAPPAAKLRPPPEGSAGSCAPVPAAAAVAAGPEPAPAGPAKPAGPAALAARAGPGPGPGPGPGPGPGPGKPAGPGAAQTLNGSAALLNSHHAAAPAVSLVNNGPAALLPLPKPAAPGTVIQTPPFVGAAAPPAPAAPSPPAAPAPAAPAAAPPPPPPAPATLARPPGHPAGPPTAAPAVPPP.... Result: 0 (no interaction). (5) The miRNA is bta-miR-10a with sequence UACCCUGUAGAUCCGAAUUUGUG. The protein sequence of the target gene is MNASSEGESFAGSVQIPGGTTVLVELTPDIHICGICKQQFNNLDAFVAHKQSGCQLTGTSAAAPSTVQFVSEETVPATQTQTTTRTITSETQTITVSAPEFVFEHGYQTYLPTESNENQTATVISLPAKSRTKKPTTPPAQKRLNCCYPGCQFKTAYGMKDMERHLKIHTGDKPHKCEVCGKCFSRKDKLKTHMRCHTGVKPYKCKTCDYAAADSSSLNKHLRIHSDERPFKCQICPYASRNSSQLTVHLRSHTASELDDDVPKANCLSTESTDTPKAPVITLPSEAREQMATLGERTFN.... Result: 0 (no interaction). (6) The miRNA is mmu-miR-871-3p with sequence UGACUGGCACCAUUCUGGAUAAU. The protein sequence of the target gene is MKRSRCRDRPQPPPPDRREDGVQRAAELSQSLPPRRRAPPGRQRLEERTGPAGPEGKEQDVVTGVSPLLFRKLSNPDIFSSTGKVKLQRQLSQDDCKLWRGNLASSLSGKQLLPLSSSVHSSVGQVTWQSSGEASNLVRMRNQSLGQSAPSLTAGLKELSLPRRGSFCRTSNRKSLIVTSSTSPTLPRPHSPLHGHTGNSPLDSPRNFSPNAPAHFSFVPARRTDGRRWSLASLPSSGYGTNTPSSTVSSSCSSQEKLHQLPFQPTADELHFLTKHFSTESVPDEEGRQSPAMRPRSRSL.... Result: 0 (no interaction).